Dataset: Reaction yield outcomes from USPTO patents with 853,638 reactions. Task: Predict the reaction yield, written as a fraction of the theoretical maximum amount of product (1.0 means a 100% yield; for example, 0.34 means a 34% yield). (1) The reactants are [NH2:1][C:2]1[CH:17]=[C:16]([C:18]([F:21])([F:20])[F:19])[C:15]([Cl:22])=[CH:14][C:3]=1[NH:4]C1C=CC=CC=1CCO.[NH:23]1[CH:27]=[CH:26][C:25]([CH:28]=O)=[N:24]1.[C:30]([O-:33])(=O)[CH3:31].[C:34]([O-])(=O)[CH3:35].[C:38]([O-])(=O)[CH3:39].[C:42]([O-])(=O)[CH3:43].[Pb+4].C(=O)([O-])O.[Na+]. The catalyst is C(O)C.C(OCC)(=O)C. The product is [Cl:22][C:15]1[C:16]([C:18]([F:21])([F:19])[F:20])=[CH:17][C:2]2[N:1]=[C:28]([C:25]3[CH:26]=[CH:27][NH:23][N:24]=3)[N:4]([C:35]3[CH:34]=[CH:39][C:38]([CH2:31][CH2:30][OH:33])=[CH:43][CH:42]=3)[C:3]=2[CH:14]=1. The yield is 0.410. (2) The reactants are [Br:1][C:2]1[CH:3]=[C:4]([C:8]([OH:10])=[O:9])[O:5][C:6]=1[Br:7].S(=O)(=O)(O)O.[CH3:16]O. No catalyst specified. The product is [Br:1][C:2]1[CH:3]=[C:4]([C:8]([O:10][CH3:16])=[O:9])[O:5][C:6]=1[Br:7]. The yield is 0.900.